This data is from NCI-60 drug combinations with 297,098 pairs across 59 cell lines. The task is: Regression. Given two drug SMILES strings and cell line genomic features, predict the synergy score measuring deviation from expected non-interaction effect. (1) Drug 1: CN(C)C1=NC(=NC(=N1)N(C)C)N(C)C. Drug 2: CCCCC(=O)OCC(=O)C1(CC(C2=C(C1)C(=C3C(=C2O)C(=O)C4=C(C3=O)C=CC=C4OC)O)OC5CC(C(C(O5)C)O)NC(=O)C(F)(F)F)O. Cell line: HT29. Synergy scores: CSS=-6.44, Synergy_ZIP=4.15, Synergy_Bliss=2.61, Synergy_Loewe=-3.68, Synergy_HSA=-3.68. (2) Drug 1: CC1OCC2C(O1)C(C(C(O2)OC3C4COC(=O)C4C(C5=CC6=C(C=C35)OCO6)C7=CC(=C(C(=C7)OC)O)OC)O)O. Drug 2: C1CN1P(=S)(N2CC2)N3CC3. Cell line: MCF7. Synergy scores: CSS=38.7, Synergy_ZIP=-5.45, Synergy_Bliss=-2.31, Synergy_Loewe=-0.351, Synergy_HSA=1.03. (3) Drug 1: C1CCN(CC1)CCOC2=CC=C(C=C2)C(=O)C3=C(SC4=C3C=CC(=C4)O)C5=CC=C(C=C5)O. Drug 2: C1CCC(C(C1)N)N.C(=O)(C(=O)[O-])[O-].[Pt+4]. Cell line: K-562. Synergy scores: CSS=26.9, Synergy_ZIP=-4.64, Synergy_Bliss=-1.59, Synergy_Loewe=1.19, Synergy_HSA=0.346.